This data is from Forward reaction prediction with 1.9M reactions from USPTO patents (1976-2016). The task is: Predict the product of the given reaction. Given the reactants [CH2:1]([CH2:3][NH2:4])[OH:2].C([O:7][C:8](=O)[C:9]([C:11]1[CH:19]=[CH:18][C:14]2[O:15][CH2:16][O:17][C:13]=2[CH:12]=1)=[O:10])C, predict the reaction product. The product is: [O:15]1[C:14]2[CH:18]=[CH:19][C:11]([C:9](=[O:10])[C:8]([NH:4][CH2:3][CH2:1][OH:2])=[O:7])=[CH:12][C:13]=2[O:17][CH2:16]1.